The task is: Predict the reactants needed to synthesize the given product.. This data is from Full USPTO retrosynthesis dataset with 1.9M reactions from patents (1976-2016). (1) The reactants are: [NH2:1][C@H:2]1[CH2:7][CH2:6][C@H:5]([N:8]([CH2:32][CH3:33])[C:9]2[C:24]3[CH2:23][CH:22]=[CH:21][CH2:20][CH2:19][C:18]4[CH:25]=[C:26]([CH3:30])[NH:27][C:28](=[O:29])[C:17]=4[CH2:16][NH:15][C:14](=[O:31])[C:13]=3[CH:12]=[CH:11][CH:10]=2)[CH2:4][CH2:3]1.FC(F)(F)S(O[CH2:40][CH:41]([F:43])[F:42])(=O)=O.CCN(C(C)C)C(C)C. Given the product [F:42][CH:41]([F:43])[CH2:40][NH:1][C@H:2]1[CH2:7][CH2:6][C@H:5]([N:8]([CH2:32][CH3:33])[C:9]2[C:24]3[CH2:23][CH:22]=[CH:21][CH2:20][CH2:19][C:18]4[CH:25]=[C:26]([CH3:30])[NH:27][C:28](=[O:29])[C:17]=4[CH2:16][NH:15][C:14](=[O:31])[C:13]=3[CH:12]=[CH:11][CH:10]=2)[CH2:4][CH2:3]1, predict the reactants needed to synthesize it. (2) Given the product [Cl:15][C:16]1[CH:17]=[C:18]([CH:28]=[CH:29][C:30]=1[Cl:31])[CH2:19][N:20]1[CH2:25][CH2:24][O:23][CH:22]([CH2:26][NH:27][C:12](=[O:14])[CH2:11][C:7]2[CH:6]=[C:5]([CH:10]=[CH:9][CH:8]=2)[C:3]([O:2][CH3:1])=[O:4])[CH2:21]1, predict the reactants needed to synthesize it. The reactants are: [CH3:1][O:2][C:3]([C:5]1[CH:6]=[C:7]([CH2:11][C:12]([OH:14])=O)[CH:8]=[CH:9][CH:10]=1)=[O:4].[Cl:15][C:16]1[CH:17]=[C:18]([CH:28]=[CH:29][C:30]=1[Cl:31])[CH2:19][N:20]1[CH2:25][CH2:24][O:23][CH:22]([CH2:26][NH2:27])[CH2:21]1.ON1C2C=CC=CC=2N=N1.Cl.CN(C)CCCN=C=NCC.C(N(CC)C(C)C)(C)C.